This data is from Catalyst prediction with 721,799 reactions and 888 catalyst types from USPTO. The task is: Predict which catalyst facilitates the given reaction. (1) The catalyst class is: 6. Reactant: COC(C1C=C(OC2C=CC(S(C)(=O)=O)=CC=2)C=C2OC(C)CC=12)=O.[CH3:26][N:27]1[CH:31]=[CH:30][C:29]([NH:32][C:33]([C:35]2[CH:46]=[C:45]([OH:47])[C:38]3[CH2:39][CH:40]([CH2:42][O:43][CH3:44])[O:41][C:37]=3[CH:36]=2)=[O:34])=[N:28]1.[F:48][C:49]1[CH:59]=[C:58](F)[CH:57]=[CH:56][C:50]=1[C:51]([N:53]([CH3:55])[CH3:54])=[O:52]. Product: [CH3:26][N:27]1[CH:31]=[CH:30][C:29]([NH:32][C:33]([C:35]2[CH:46]=[C:45]([O:47][C:58]3[CH:57]=[CH:56][C:50]([C:51](=[O:52])[N:53]([CH3:55])[CH3:54])=[C:49]([F:48])[CH:59]=3)[C:38]3[CH2:39][CH:40]([CH2:42][O:43][CH3:44])[O:41][C:37]=3[CH:36]=2)=[O:34])=[N:28]1. (2) Reactant: Br[C:2]1[N:7]=[CH:6][C:5]([C:8]([OH:10])=[O:9])=[C:4]([Cl:11])[CH:3]=1.[F:12][C:13]1[CH:14]=[C:15](B(O)O)[CH:16]=[C:17]([O:19][CH2:20][CH:21]([CH3:23])[CH3:22])[CH:18]=1.C1(P(C2C=CC=CC=2)C2C=CC=CC=2)C=CC=CC=1.C(=O)([O-])[O-].[K+].[K+]. Product: [Cl:11][C:4]1[CH:3]=[C:2]([C:15]2[CH:16]=[C:17]([O:19][CH2:20][CH:21]([CH3:22])[CH3:23])[CH:18]=[C:13]([F:12])[CH:14]=2)[N:7]=[CH:6][C:5]=1[C:8]([OH:10])=[O:9]. The catalyst class is: 505.